Dataset: Forward reaction prediction with 1.9M reactions from USPTO patents (1976-2016). Task: Predict the product of the given reaction. The product is: [CH3:14][N:13]1[CH2:12][CH2:11][NH:10][CH2:9][C:8]1([CH3:16])[CH3:7]. Given the reactants [H-].[Al+3].[Li+].[H-].[H-].[H-].[CH3:7][C:8]1([CH3:16])[N:13]([CH3:14])[CH2:12][CH2:11][NH:10][C:9]1=O, predict the reaction product.